This data is from Catalyst prediction with 721,799 reactions and 888 catalyst types from USPTO. The task is: Predict which catalyst facilitates the given reaction. (1) Reactant: [C:1]([O:5][C:6]([NH:8][CH2:9][CH:10]1[CH2:15][CH2:14][N:13]([CH2:16][C:17]2([C:22]([O:24]C)=[O:23])[CH2:21][CH2:20][CH2:19][CH2:18]2)[CH2:12][CH2:11]1)=[O:7])([CH3:4])([CH3:3])[CH3:2].Cl. Product: [C:1]([O:5][C:6]([NH:8][CH2:9][CH:10]1[CH2:11][CH2:12][N:13]([CH2:16][C:17]2([C:22]([OH:24])=[O:23])[CH2:21][CH2:20][CH2:19][CH2:18]2)[CH2:14][CH2:15]1)=[O:7])([CH3:4])([CH3:2])[CH3:3]. The catalyst class is: 273. (2) Reactant: [N+:1]([C:4]1[CH:9]=[CH:8][CH:7]=[CH:6][C:5]=1[S:10](Cl)(=[O:12])=[O:11])([O-:3])=[O:2].[NH2:14][C:15]1[CH:20]=[CH:19][C:18]([C@@H:21]2[CH2:23][C@H:22]2[C:24]([O:26][CH3:27])=[O:25])=[CH:17][CH:16]=1. Product: [N+:1]([C:4]1[CH:9]=[CH:8][CH:7]=[CH:6][C:5]=1[S:10]([NH:14][C:15]1[CH:16]=[CH:17][C:18]([C@@H:21]2[CH2:23][C@H:22]2[C:24]([O:26][CH3:27])=[O:25])=[CH:19][CH:20]=1)(=[O:12])=[O:11])([O-:3])=[O:2]. The catalyst class is: 17. (3) Reactant: Cl[C:2]1[C:7]([CH2:8][CH3:9])=[C:6]([CH3:10])[N:5]=[C:4]([NH2:11])[N:3]=1.[CH2:12]([NH2:17])[CH2:13][CH2:14][CH2:15][CH3:16]. Product: [NH2:11][C:4]1[N:3]=[C:2]([NH:17][CH2:12][CH2:13][CH2:14][CH2:15][CH3:16])[C:7]([CH2:8][CH3:9])=[C:6]([CH3:10])[N:5]=1. The catalyst class is: 12.